From a dataset of Forward reaction prediction with 1.9M reactions from USPTO patents (1976-2016). Predict the product of the given reaction. (1) Given the reactants [NH2:1][C:2]1[C:7]([S:8]([N:11]([CH3:13])[CH3:12])(=[O:10])=[O:9])=[CH:6][C:5](Br)=[CH:4][N:3]=1.B1(B2OC(C)(C)C(C)(C)O2)OC(C)(C)C(C)(C)O1.C([O-])(=O)C.[K+].FC(F)(F)S(O[C:44]1[CH:53]=[CH:52][C:51]2[C:46](=[C:47]([C:54]3[CH:59]=[CH:58][CH:57]=[C:56]([S:60]([NH2:63])(=[O:62])=[O:61])[CH:55]=3)[CH:48]=[CH:49][N:50]=2)[N:45]=1)(=O)=O.C(=O)(O)[O-].[Na+], predict the reaction product. The product is: [NH2:1][C:2]1[C:7]([S:8]([N:11]([CH3:13])[CH3:12])(=[O:10])=[O:9])=[CH:6][C:5]([C:44]2[CH:53]=[CH:52][C:51]3[C:46](=[C:47]([C:54]4[CH:59]=[CH:58][CH:57]=[C:56]([S:60]([NH2:63])(=[O:61])=[O:62])[CH:55]=4)[CH:48]=[CH:49][N:50]=3)[N:45]=2)=[CH:4][N:3]=1. (2) Given the reactants [NH2:1][C:2]1[CH:7]=[CH:6][C:5]([Br:8])=[CH:4][C:3]=1[SH:9].C1C=CC(N=NC2C=CC(N)=NC=2N)=CC=1.Cl.[CH3:27][C:28]1[CH:29]=C[C:31](S(O)(=O)=O)=[CH:32][CH:33]=1.C(N(CC)CC)C.C=C1CC(C(Cl)=O)C1, predict the reaction product. The product is: [Br:8][C:5]1[CH:6]=[CH:7][C:2]2[N:1]=[C:27]([CH:28]3[CH2:33][C:32](=[CH2:31])[CH2:29]3)[S:9][C:3]=2[CH:4]=1. (3) The product is: [K+:16].[Cl:1][C:2]1[N:7]=[C:6]([C:8]([O-:11])=[O:17])[CH:5]=[C:4]([CH3:10])[CH:3]=1. Given the reactants [Cl:1][C:2]1[N:7]=[C:6]([CH:8]=C)[CH:5]=[C:4]([CH3:10])[CH:3]=1.[O-:11][Mn](=O)(=O)=O.[K+:16].[OH2:17], predict the reaction product. (4) The product is: [CH3:2][N:3]([CH2:4][CH2:5][NH:6][S:7]([C:10]1[CH:15]=[C:14]([S:16]([C:19]2[CH:24]=[CH:23][CH:22]=[CH:21][CH:20]=2)(=[O:18])=[O:17])[CH:13]=[CH:12][C:11]=1[C:25]([F:28])([F:26])[F:27])(=[O:9])=[O:8])[S:30]([C:33]1[CH:34]=[C:35]([CH:39]=[CH:40][CH:41]=1)[C:36]([OH:38])=[O:37])(=[O:32])=[O:31]. Given the reactants Cl.[CH3:2][NH:3][CH2:4][CH2:5][NH:6][S:7]([C:10]1[CH:15]=[C:14]([S:16]([C:19]2[CH:24]=[CH:23][CH:22]=[CH:21][CH:20]=2)(=[O:18])=[O:17])[CH:13]=[CH:12][C:11]=1[C:25]([F:28])([F:27])[F:26])(=[O:9])=[O:8].Cl[S:30]([C:33]1[CH:34]=[C:35]([CH:39]=[CH:40][CH:41]=1)[C:36]([OH:38])=[O:37])(=[O:32])=[O:31].C(N(C(C)C)CC)(C)C, predict the reaction product. (5) Given the reactants [CH3:1][C:2]1[N:3]=[C:4]([N:12]2[CH2:16][CH2:15][N:14]([C:17]3C=CC=[CH:19][CH:18]=3)[C:13]2=[O:23])[S:5][C:6]=1[C:7]([O:9]CC)=[O:8].CC1N=C(N2CCN(CCC)C2=O)SC=1C(OCC)=O, predict the reaction product. The product is: [CH3:1][C:2]1[N:3]=[C:4]([N:12]2[CH2:16][CH2:15][N:14]([CH2:17][CH2:18][CH3:19])[C:13]2=[O:23])[S:5][C:6]=1[C:7]([OH:9])=[O:8]. (6) Given the reactants [O:1]=[C:2]1[C:10]2[C:5](=[N:6][C:7]([CH2:11][CH2:12][CH:13]=O)=[CH:8][CH:9]=2)[CH2:4][O:3]1.[CH3:15][O:16][CH2:17][CH2:18][NH:19][CH3:20], predict the reaction product. The product is: [CH3:15][O:16][CH2:17][CH2:18][N:19]([CH3:20])[CH2:13][CH2:12][CH2:11][C:7]1[N:6]=[C:5]2[CH2:4][O:3][C:2](=[O:1])[C:10]2=[CH:9][CH:8]=1.